The task is: Regression/Classification. Given a drug SMILES string, predict its absorption, distribution, metabolism, or excretion properties. Task type varies by dataset: regression for continuous measurements (e.g., permeability, clearance, half-life) or binary classification for categorical outcomes (e.g., BBB penetration, CYP inhibition). Dataset: cyp2d6_veith.. This data is from CYP2D6 inhibition data for predicting drug metabolism from PubChem BioAssay. (1) The compound is O=C(O)[C@H]1[C@@H]2C=C[C@H](O2)[C@@H]1C(=O)NCc1cccnc1. The result is 0 (non-inhibitor). (2) The drug is CCOC(=O)N1CCN(C(=O)CNS(=O)(=O)c2cccs2)CC1. The result is 0 (non-inhibitor).